From a dataset of Catalyst prediction with 721,799 reactions and 888 catalyst types from USPTO. Predict which catalyst facilitates the given reaction. Product: [O:6]=[S:5]1(=[O:7])[CH2:4][CH2:3][CH2:2][N:10]1[CH2:11][CH2:12][O:13][C:14]1[CH:15]=[CH:16][C:17]2[C:18]3[S:27][C:26]([CH2:28][CH2:29][CH3:30])=[N:25][C:19]=3[C:20]([NH2:24])=[N:21][C:22]=2[CH:23]=1. The catalyst class is: 794. Reactant: Cl[CH2:2][CH2:3][CH2:4][S:5](Cl)(=[O:7])=[O:6].Cl.[NH2:10][CH2:11][CH2:12][O:13][C:14]1[CH:15]=[CH:16][C:17]2[C:18]3[S:27][C:26]([CH2:28][CH2:29][CH3:30])=[N:25][C:19]=3[C:20]([NH2:24])=[N:21][C:22]=2[CH:23]=1.C(N(CC)CC)C.N12CCCN=C1CCCCC2.